This data is from Forward reaction prediction with 1.9M reactions from USPTO patents (1976-2016). The task is: Predict the product of the given reaction. (1) Given the reactants Br[C:2]1[CH:3]=[N:4][C:5]([N:8]2[CH2:13][CH2:12][CH2:11][CH2:10][CH2:9]2)=[N:6][CH:7]=1.C([Li])CCC.CCCCCC.B(OC)(OC)[O:26]C.C(O)(=O)C.OO.S(=O)(O)[O-].[Na+], predict the reaction product. The product is: [N:8]1([C:5]2[N:4]=[CH:3][C:2]([OH:26])=[CH:7][N:6]=2)[CH2:13][CH2:12][CH2:11][CH2:10][CH2:9]1. (2) The product is: [C:1]([O:5][C:6]([N:8]1[CH2:9][CH:10]=[C:11]([O:14][Si:16]([CH3:18])([CH3:17])[CH3:15])[CH2:12][CH2:13]1)=[O:7])([CH3:4])([CH3:2])[CH3:3]. Given the reactants [C:1]([O:5][C:6]([N:8]1[CH2:13][CH2:12][C:11](=[O:14])[CH2:10][CH2:9]1)=[O:7])([CH3:4])([CH3:3])[CH3:2].[CH3:15][Si:16](Cl)([CH3:18])[CH3:17], predict the reaction product. (3) Given the reactants [NH2:1][C@@H:2]1[CH2:7][N:6](C(OC(C)(C)C)=O)[C@@H:5]([CH2:15][CH2:16][N:17]2[C:22]3[CH:23]=[C:24]([C:27]#[N:28])[CH:25]=[CH:26][C:21]=3[O:20][CH2:19][C:18]2=[O:29])[CH2:4][CH2:3]1.N[C@H]1CN(C(OC(C)(C)C)=O)[C@H](CCN2C3C=C(C#N)C=CC=3OCC2=O)CC1.[Si](O[C@@H]1CN(C(OC(C)(C)C)=O)[C@H](C(OCC)=O)CC1)(C(C)(C)C)(C)C.[Si](O[C@H]1CN(C(OC(C)(C)C)=O)[C@@H](C(OCC)=O)CC1)(C(C)(C)C)(C)C.[O:111]1[C:120]2[CH:119]=[C:118]([CH:121]=O)[N:117]=[CH:116][C:115]=2[O:114][CH2:113][CH2:112]1, predict the reaction product. The product is: [O:111]1[C:120]2[CH:119]=[C:118]([CH2:121][NH:1][C@H:2]3[CH2:7][NH:6][C@H:5]([CH2:15][CH2:16][N:17]4[C:22]5[CH:23]=[C:24]([C:27]#[N:28])[CH:25]=[CH:26][C:21]=5[O:20][CH2:19][C:18]4=[O:29])[CH2:4][CH2:3]3)[N:117]=[CH:116][C:115]=2[O:114][CH2:113][CH2:112]1. (4) Given the reactants [O:1]1[CH2:6][CH2:5][N:4]([C:7]2[CH:12]=[CH:11][C:10]([NH:13][C:14]3[N:19]=[CH:18][C:17]([CH2:20][C:21]([NH2:23])=[O:22])=[C:16]([NH:24][CH2:25][CH:26]4[CH2:30][CH2:29][CH2:28][NH:27]4)[CH:15]=3)=[CH:9][CH:8]=2)[CH2:3][CH2:2]1.C=O.[C:33](O[BH-](OC(=O)C)OC(=O)C)(=O)C.[Na+].C(=O)(O)[O-].[Na+], predict the reaction product. The product is: [CH3:33][N:27]1[CH2:28][CH2:29][CH2:30][CH:26]1[CH2:25][NH:24][C:16]1[CH:15]=[C:14]([NH:13][C:10]2[CH:11]=[CH:12][C:7]([N:4]3[CH2:3][CH2:2][O:1][CH2:6][CH2:5]3)=[CH:8][CH:9]=2)[N:19]=[CH:18][C:17]=1[CH2:20][C:21]([NH2:23])=[O:22]. (5) Given the reactants [CH2:1]([C@H:6]1[CH2:8][C@H:7]1[CH2:9][C@@H:10]1[CH2:12][C@@H:11]1[CH2:13][C:14]#[C:15][CH2:16][CH2:17][CH2:18][CH2:19][CH2:20][OH:21])[CH2:2][CH2:3][CH2:4][CH3:5].C([C@@H]1C[C@@H]1C[C@@H]1C[C@@H]1CO)CCCC, predict the reaction product. The product is: [CH2:1]([C@@H:6]1[CH2:8][C@@H:7]1[CH2:9][C@H:10]1[CH2:12][C@H:11]1[CH2:13][C:14]#[C:15][CH2:16][CH2:17][CH2:18][CH2:19][CH2:20][OH:21])[CH2:2][CH2:3][CH2:4][CH3:5]. (6) Given the reactants Br[CH2:2][C:3]1[N:12]=[C:11]([Cl:13])[C:10]([Cl:14])=[CH:9][C:4]=1[C:5]([O:7][CH3:8])=[O:6].C[O:16][C:17]1[CH2:18][CH2:19][CH2:20][CH2:21][N:22]=1, predict the reaction product. The product is: [Cl:14][C:10]1[C:11]([Cl:13])=[N:12][C:3]([CH2:2][N:22]2[CH2:21][CH2:20][CH2:19][CH2:18][C:17]2=[O:16])=[C:4]([CH:9]=1)[C:5]([O:7][CH3:8])=[O:6]. (7) Given the reactants [Cl:1][CH2:2][C:3]([C:5]1[S:6][CH:7]=[CH:8][CH:9]=1)=[O:4].[CH3:10][O:11][C:12]1[N:17]=[CH:16][C:15]([CH:18]([NH:30][C:31]2[CH:32]=[C:33]([CH:39]=[CH:40][CH:41]=2)[C:34]([O:36][CH2:37][CH3:38])=[O:35])[C:19](=[O:29])[O:20][C@@H:21]2[CH:26]3[CH2:27][CH2:28][N:23]([CH2:24][CH2:25]3)[CH2:22]2)=[CH:14][CH:13]=1, predict the reaction product. The product is: [Cl-:1].[CH2:37]([O:36][C:34]([C:33]1[CH:32]=[C:31]([NH:30][CH:18]([C:15]2[CH:16]=[N:17][C:12]([O:11][CH3:10])=[CH:13][CH:14]=2)[C:19]([O:20][C@@H:21]2[CH:26]3[CH2:27][CH2:28][N+:23]([CH2:2][C:3](=[O:4])[C:5]4[S:6][CH:7]=[CH:8][CH:9]=4)([CH2:24][CH2:25]3)[CH2:22]2)=[O:29])[CH:41]=[CH:40][CH:39]=1)=[O:35])[CH3:38]. (8) Given the reactants Cl[C:2]1[S:6][N:5]=[C:4]([CH2:7][Cl:8])[N:3]=1.CCN(C(C)C)C(C)C.[CH3:18][O:19][C:20]1[CH:27]=[C:26]([O:28][CH3:29])[CH:25]=[CH:24][C:21]=1[CH2:22][NH2:23], predict the reaction product. The product is: [Cl:8][CH2:7][C:4]1[N:3]=[C:2]([NH:23][CH2:22][C:21]2[CH:24]=[CH:25][C:26]([O:28][CH3:29])=[CH:27][C:20]=2[O:19][CH3:18])[S:6][N:5]=1.